From a dataset of Full USPTO retrosynthesis dataset with 1.9M reactions from patents (1976-2016). Predict the reactants needed to synthesize the given product. (1) Given the product [CH3:81][N:72]([C:66]1[CH:67]=[CH:68][CH:69]=[C:70]2[C:65]=1[NH:64][C:63]([C:61]1[S:43][C:44]([CH3:82])([CH2:45][N:46]3[CH2:51][CH2:50][NH:49][CH2:48][CH2:47]3)[CH2:59][N:60]=1)=[CH:71]2)[S:73]([C:76]1[S:77][CH:78]=[CH:79][CH:80]=1)(=[O:75])=[O:74], predict the reactants needed to synthesize it. The reactants are: C1(P(=O)(C2C=CC=CC=2)C2C=CC=CC=2)C=CC=CC=1.FC(F)(F)S(OS(C(F)(F)F)(=O)=O)(=O)=O.C([S:43][C:44]([CH3:82])([CH2:59][NH:60][C:61]([C:63]1[NH:64][C:65]2[C:70]([CH:71]=1)=[CH:69][CH:68]=[CH:67][C:66]=2[N:72]([CH3:81])[S:73]([C:76]1[S:77][CH:78]=[CH:79][CH:80]=1)(=[O:75])=[O:74])=O)[CH2:45][N:46]1[CH2:51][CH2:50][N:49](C(OC(C)(C)C)=O)[CH2:48][CH2:47]1)C1C=CC=CC=1.CSC.C(=O)([O-])O.[Na+]. (2) The reactants are: [F:1][C:2]1[CH:7]=[CH:6][C:5]([C:8]2[O:9][C:10]3[CH:20]=[C:19]([C:21](O)=[O:22])[C:18]([O:24][CH:25]([CH3:27])[CH3:26])=[CH:17][C:11]=3[C:12]=2[C:13](=[O:16])[NH:14][CH3:15])=[CH:4][CH:3]=1.ClC(OCC(C)C)=O.[BH4-].[Na+].CO. Given the product [F:1][C:2]1[CH:7]=[CH:6][C:5]([C:8]2[O:9][C:10]3[CH:20]=[C:19]([CH2:21][OH:22])[C:18]([O:24][CH:25]([CH3:27])[CH3:26])=[CH:17][C:11]=3[C:12]=2[C:13]([NH:14][CH3:15])=[O:16])=[CH:4][CH:3]=1, predict the reactants needed to synthesize it. (3) Given the product [CH2:19]([O:18][C:16](=[O:17])[NH:15][C@H:9]([C:8]12[O:4][CH2:5][C:2]([CH3:1])([CH2:3][O:26]1)[CH2:6][O:7]2)[CH2:10][C:11]([CH3:12])([CH3:14])[CH3:13])[C:20]1[CH:25]=[CH:24][CH:23]=[CH:22][CH:21]=1, predict the reactants needed to synthesize it. The reactants are: [CH3:1][C:2]1([CH2:6][O:7][C:8](=[O:26])[C@@H:9]([NH:15][C:16]([O:18][CH2:19][C:20]2[CH:25]=[CH:24][CH:23]=[CH:22][CH:21]=2)=[O:17])[CH2:10][C:11]([CH3:14])([CH3:13])[CH3:12])[CH2:5][O:4][CH2:3]1.C(N(CC)CC)C. (4) Given the product [Cl:28][C:26]1[CH:25]=[C:24]([S:29]([NH:1][C:2]2[CH:3]=[C:4]([CH:16]=[CH:17][C:18]=2[O:19][CH3:20])[C:5]([NH:7][C:8]2[CH:13]=[CH:12][C:11]([Cl:14])=[C:10]([Cl:15])[CH:9]=2)=[O:6])(=[O:30])=[O:31])[CH:23]=[C:22]([Cl:21])[CH:27]=1, predict the reactants needed to synthesize it. The reactants are: [NH2:1][C:2]1[CH:3]=[C:4]([CH:16]=[CH:17][C:18]=1[O:19][CH3:20])[C:5]([NH:7][C:8]1[CH:13]=[CH:12][C:11]([Cl:14])=[C:10]([Cl:15])[CH:9]=1)=[O:6].[Cl:21][C:22]1[CH:23]=[C:24]([S:29](Cl)(=[O:31])=[O:30])[CH:25]=[C:26]([Cl:28])[CH:27]=1. (5) Given the product [CH2:29]([NH:28][C:17]1[C:16]([CH2:15][C:14]2[C:13]3[C:8](=[CH:9][C:10]([O:33][CH3:34])=[C:11]([O:31][CH3:32])[CH:12]=3)[C:7]([CH2:35][NH:36][C:37](=[O:39])[CH3:38])=[N:6][C:5]=2[OH:4])=[CH:25][C:24]2[C:19](=[CH:20][CH:21]=[C:22]([O:26][CH3:27])[CH:23]=2)[N:18]=1)[CH3:30], predict the reactants needed to synthesize it. The reactants are: C([O:4][C:5]1[N:6]=[C:7]([CH2:35][NH:36][C:37](=[O:39])[CH3:38])[C:8]2[C:13]([C:14]=1[CH2:15][C:16]1[C:17]([NH:28][CH2:29][CH3:30])=[N:18][C:19]3[C:24]([CH:25]=1)=[CH:23][C:22]([O:26][CH3:27])=[CH:21][CH:20]=3)=[CH:12][C:11]([O:31][CH3:32])=[C:10]([O:33][CH3:34])[CH:9]=2)(=O)C.N. (6) Given the product [CH2:19]([O:18][C:16](=[O:17])[CH:15]([CH2:14][NH:32][CH2:31][C:30]1[CH:33]=[CH:34][C:27]([F:26])=[CH:28][CH:29]=1)[CH:21]([CH3:23])[CH3:24])[CH3:20], predict the reactants needed to synthesize it. The reactants are: [H-].C([Al+]CC(C)C)C(C)C.C(O[C:14](=O)[CH:15]([C:21]([CH3:24])([CH3:23])C)[C:16]([O:18][CH2:19][CH3:20])=[O:17])C.[F:26][C:27]1[CH:34]=[CH:33][C:30]([CH2:31][NH2:32])=[CH:29][CH:28]=1.C([BH3-])#N.[Na+].